From a dataset of NCI-60 drug combinations with 297,098 pairs across 59 cell lines. Regression. Given two drug SMILES strings and cell line genomic features, predict the synergy score measuring deviation from expected non-interaction effect. (1) Drug 1: C1=CC(=CC=C1CCCC(=O)O)N(CCCl)CCCl. Drug 2: C1=CC=C(C=C1)NC(=O)CCCCCCC(=O)NO. Cell line: NCI/ADR-RES. Synergy scores: CSS=25.9, Synergy_ZIP=-7.57, Synergy_Bliss=-3.79, Synergy_Loewe=-19.5, Synergy_HSA=-2.26. (2) Drug 1: CC12CCC(CC1=CCC3C2CCC4(C3CC=C4C5=CN=CC=C5)C)O. Drug 2: CCC1(CC2CC(C3=C(CCN(C2)C1)C4=CC=CC=C4N3)(C5=C(C=C6C(=C5)C78CCN9C7C(C=CC9)(C(C(C8N6C=O)(C(=O)OC)O)OC(=O)C)CC)OC)C(=O)OC)O.OS(=O)(=O)O. Cell line: MDA-MB-435. Synergy scores: CSS=73.0, Synergy_ZIP=23.0, Synergy_Bliss=23.7, Synergy_Loewe=-6.87, Synergy_HSA=23.5. (3) Drug 1: CC1=C(C=C(C=C1)NC(=O)C2=CC=C(C=C2)CN3CCN(CC3)C)NC4=NC=CC(=N4)C5=CN=CC=C5. Drug 2: CC1=C(C=C(C=C1)C(=O)NC2=CC(=CC(=C2)C(F)(F)F)N3C=C(N=C3)C)NC4=NC=CC(=N4)C5=CN=CC=C5. Cell line: SK-MEL-5. Synergy scores: CSS=4.89, Synergy_ZIP=0.854, Synergy_Bliss=4.96, Synergy_Loewe=0.757, Synergy_HSA=2.46.